This data is from Reaction yield outcomes from USPTO patents with 853,638 reactions. The task is: Predict the reaction yield, written as a fraction of the theoretical maximum amount of product (1.0 means a 100% yield; for example, 0.34 means a 34% yield). (1) The reactants are Br[C:2]1[CH:3]=[CH:4][C:5]([Cl:11])=[C:6]([C:8](=[O:10])[CH3:9])[CH:7]=1.[Cl:12][C:13]1[CH:18]=[CH:17][C:16](B(O)O)=[CH:15][CH:14]=1.C([O-])([O-])=O.[Na+].[Na+]. The catalyst is O1CCOCC1.CC#N. The product is [Cl:11][C:5]1[CH:4]=[CH:3][C:2]([C:16]2[CH:17]=[CH:18][C:13]([Cl:12])=[CH:14][CH:15]=2)=[CH:7][C:6]=1[C:8](=[O:10])[CH3:9]. The yield is 0.240. (2) The reactants are [NH2:1][C:2]1[N:7]=[CH:6][N:5]=[C:4]2[N:8]([CH:30]3[CH2:35][CH2:34][CH2:33][N:32]([C:36](=[O:40])[CH2:37][C:38]#[N:39])[CH2:31]3)[N:9]=[C:10]([C:11]3[CH:16]=[CH:15][C:14]([NH:17][C:18](=[O:29])[C:19]4[CH:24]=[CH:23][C:22]([C:25]([F:28])([F:27])[F:26])=[CH:21][CH:20]=4)=[CH:13][CH:12]=3)[C:3]=12.[CH3:41][C:42]([CH3:46])([CH3:45])[CH:43]=O.N1CCCCC1. The catalyst is CO. The product is [NH2:1][C:2]1[N:7]=[CH:6][N:5]=[C:4]2[N:8]([CH:30]3[CH2:35][CH2:34][CH2:33][N:32]([C:36](=[O:40])[C:37]([C:38]#[N:39])=[CH:41][C:42]([CH3:46])([CH3:45])[CH3:43])[CH2:31]3)[N:9]=[C:10]([C:11]3[CH:12]=[CH:13][C:14]([NH:17][C:18](=[O:29])[C:19]4[CH:20]=[CH:21][C:22]([C:25]([F:28])([F:27])[F:26])=[CH:23][CH:24]=4)=[CH:15][CH:16]=3)[C:3]=12. The yield is 0.270. (3) The reactants are [CH3:1][C:2]1[N:7]=[C:6]([C:8]([OH:10])=O)[CH:5]=[CH:4][CH:3]=1.F[P-](F)(F)(F)(F)F.ClC(=[N+]1CCCC1)N1CCCC1.C(N(C(C)C)CC)(C)C.[CH2:39]([S:46]([N:49]1[CH:53]=[CH:52][C:51]([NH2:54])=[CH:50]1)(=[O:48])=[O:47])[C:40]1[CH:45]=[CH:44][CH:43]=[CH:42][CH:41]=1. The catalyst is ClCCCl. The product is [CH2:39]([S:46]([N:49]1[CH:53]=[CH:52][C:51]([NH:54][C:8](=[O:10])[C:6]2[CH:5]=[CH:4][CH:3]=[C:2]([CH3:1])[N:7]=2)=[CH:50]1)(=[O:48])=[O:47])[C:40]1[CH:45]=[CH:44][CH:43]=[CH:42][CH:41]=1. The yield is 0.110. (4) The reactants are [F:1][C:2]1([F:8])[CH2:4][CH:3]1[C:5](O)=[O:6].O1CCCC1.C(Cl)(=O)C(Cl)=O.Cl.[NH2:21][C:22]1[N:23]=[C:24]2[CH:29]=[CH:28][C:27]([O:30][C:31]3[CH:32]=[CH:33][C:34]([CH3:47])=[C:35]([NH:37][C:38]([C:40]4[N:44]([CH3:45])[N:43]=[C:42]([CH3:46])[CH:41]=4)=[O:39])[CH:36]=3)=[N:26][N:25]2[CH:48]=1. The catalyst is CN(C)C=O.CN(C)C(=O)C. The product is [F:1][C:2]1([F:8])[CH2:4][CH:3]1[C:5]([NH:21][C:22]1[N:23]=[C:24]2[CH:29]=[CH:28][C:27]([O:30][C:31]3[CH:32]=[CH:33][C:34]([CH3:47])=[C:35]([NH:37][C:38]([C:40]4[N:44]([CH3:45])[N:43]=[C:42]([CH3:46])[CH:41]=4)=[O:39])[CH:36]=3)=[N:26][N:25]2[CH:48]=1)=[O:6]. The yield is 0.730. (5) The catalyst is CO.[Pd]. The reactants are [CH3:1][C:2]1[CH:11]=[CH:10][C:5]([C:6]([O:8][CH3:9])=[O:7])=[CH:4][C:3]=1[C:12]1[CH:13]=[C:14]2[C:19](=[CH:20][CH:21]=1)[C:18]([C:22](=[CH2:27])[C:23]([F:26])([F:25])[F:24])=[N:17][N:16]=[CH:15]2. The yield is 0.453. The product is [CH3:1][C:2]1[CH:11]=[CH:10][C:5]([C:6]([O:8][CH3:9])=[O:7])=[CH:4][C:3]=1[C:12]1[CH:13]=[C:14]2[C:19](=[CH:20][CH:21]=1)[C:18]([CH:22]([CH3:27])[C:23]([F:26])([F:24])[F:25])=[N:17][N:16]=[CH:15]2. (6) The reactants are [CH3:1][NH:2][C:3]([NH2:5])=[O:4].N#N.[H-].[Na+].[CH2:10]([C:13]([CH3:24])([C:19]([O:21]CC)=O)[C:14]([O:16]CC)=O)[CH:11]=[CH2:12]. The catalyst is CN(C=O)C. The product is [CH2:10]([C:13]1([CH3:24])[C:14](=[O:16])[N:2]([CH3:1])[C:3](=[O:4])[NH:5][C:19]1=[O:21])[CH:11]=[CH2:12]. The yield is 0.930. (7) The reactants are [NH2:1][C:2]1[CH:3]=[C:4]([C@H:8]([N:15]([CH3:27])[C:16](=[O:26])[CH2:17][C:18]2[CH:23]=[CH:22][C:21]([Cl:24])=[C:20]([Cl:25])[CH:19]=2)[CH2:9][N:10]2[CH2:14][CH2:13][CH2:12][CH2:11]2)[CH:5]=[CH:6][CH:7]=1.N1C=CC=CC=1.[CH2:34]1[S:38](=[O:40])(=[O:39])[CH2:37][CH:36]([S:41](Cl)(=[O:43])=[O:42])[CH:35]1[OH:45]. The catalyst is ClCCl. The product is [Cl:25][C:20]1[CH:19]=[C:18]([CH2:17][C:16]([N:15]([C@@H:8]([C:4]2[CH:5]=[CH:6][CH:7]=[C:2]([NH:1][S:41]([CH:36]3[CH:35]([OH:45])[CH2:34][S:38](=[O:40])(=[O:39])[CH2:37]3)(=[O:43])=[O:42])[CH:3]=2)[CH2:9][N:10]2[CH2:11][CH2:12][CH2:13][CH2:14]2)[CH3:27])=[O:26])[CH:23]=[CH:22][C:21]=1[Cl:24]. The yield is 0.460. (8) The reactants are O[C:2]1[N:3]=[CH:4][C:5]([C:8]([OH:10])=[O:9])=[N:6][CH:7]=1.CN(C)C=O.S(Cl)([Cl:18])=O. No catalyst specified. The product is [Cl:18][C:2]1[N:3]=[CH:4][C:5]([C:8]([OH:10])=[O:9])=[N:6][CH:7]=1. The yield is 0.930. (9) The reactants are [Li]C(CC)C.C1CCCCC1.C(=O)=O.CC(C)=O.CN(CCN(C)C)C.[CH2:27]([N:29]([CH3:44])[C:30](=[O:43])[C:31]1[CH:36]=[CH:35][CH:34]=[CH:33][C:32]=1[N:37]([CH3:42])[C:38]([CH3:41])([CH3:40])[CH3:39])[CH3:28].[Cl:45]C(Cl)(Cl)C(Cl)(Cl)Cl. The catalyst is C1COCC1.O. The product is [Cl:45][C:36]1[CH:35]=[CH:34][CH:33]=[C:32]([N:37]([C:38]([CH3:39])([CH3:40])[CH3:41])[CH3:42])[C:31]=1[C:30]([N:29]([CH2:27][CH3:28])[CH3:44])=[O:43]. The yield is 0.460. (10) The yield is 0.770. The product is [Cl:19][CH2:20][CH2:21][N:8]1[C:9]2[C:5](=[CH:4][C:3]([O:2][CH3:1])=[CH:11][CH:10]=2)[CH:6]=[C:7]1[C:12]([O:14][CH2:15][CH3:16])=[O:13]. The reactants are [CH3:1][O:2][C:3]1[CH:4]=[C:5]2[C:9](=[CH:10][CH:11]=1)[NH:8][C:7]([C:12]([O:14][CH2:15][CH3:16])=[O:13])=[CH:6]2.[H-].[Na+].[Cl:19][CH:20](Cl)[CH3:21].[I-].[K+]. The catalyst is CN(C=O)C.